Dataset: Catalyst prediction with 721,799 reactions and 888 catalyst types from USPTO. Task: Predict which catalyst facilitates the given reaction. (1) Reactant: [OH-].[Na+].[F:3][C:4]([F:43])([F:42])[S:5]([N:8]([C:16]1[CH:21]=[CH:20][C:19]([O:22][C:23]2[C:32]3[C:27](=[CH:28][C:29]([O:33][CH3:34])=[CH:30][CH:31]=3)[CH:26]=[C:25]([CH3:35])[C:24]=2[C:36]2[CH:41]=[CH:40][CH:39]=[CH:38][CH:37]=2)=[CH:18][CH:17]=1)S(C(F)(F)F)(=O)=O)(=[O:7])=[O:6].Cl. Product: [F:42][C:4]([F:3])([F:43])[S:5]([NH:8][C:16]1[CH:21]=[CH:20][C:19]([O:22][C:23]2[C:32]3[C:27](=[CH:28][C:29]([O:33][CH3:34])=[CH:30][CH:31]=3)[CH:26]=[C:25]([CH3:35])[C:24]=2[C:36]2[CH:37]=[CH:38][CH:39]=[CH:40][CH:41]=2)=[CH:18][CH:17]=1)(=[O:6])=[O:7]. The catalyst class is: 2. (2) Product: [Br:1][C:2]1[S:3][C:4]([C:8]([NH:26][CH2:27][C:28]2[CH:29]=[N:30][CH:31]=[CH:32][CH:33]=2)=[O:10])=[C:5]([CH3:7])[N:6]=1. The catalyst class is: 7. Reactant: [Br:1][C:2]1[S:3][C:4]([C:8]([OH:10])=O)=[C:5]([CH3:7])[N:6]=1.CN1CCOCC1.ClC(OCC(C)C)=O.[NH2:26][CH2:27][C:28]1[CH:29]=[N:30][CH:31]=[CH:32][CH:33]=1.